From a dataset of Full USPTO retrosynthesis dataset with 1.9M reactions from patents (1976-2016). Predict the reactants needed to synthesize the given product. The reactants are: [N:1]1([C:7]2[C:12]([C:13]([O:15][CH:16]([CH3:18])[CH3:17])=[O:14])=[CH:11][CH:10]=[CH:9][N:8]=2)[CH2:6][CH2:5][NH:4][CH2:3][CH2:2]1.[CH2:19]([C:27]1[CH:34]=[CH:33][C:30]([CH:31]=O)=[CH:29][CH:28]=1)[CH2:20][C:21]1[CH:26]=[CH:25][CH:24]=[CH:23][CH:22]=1.CC(O)=O.[OH-].[Na+].[Cl:41]CCCl. Given the product [ClH:41].[CH3:17][CH:16]([O:15][C:13]([C:12]1[C:7]([N:1]2[CH2:2][CH2:3][N:4]([CH2:31][C:30]3[CH:33]=[CH:34][C:27]([CH2:19][CH2:20][C:21]4[CH:26]=[CH:25][CH:24]=[CH:23][CH:22]=4)=[CH:28][CH:29]=3)[CH2:5][CH2:6]2)=[N:8][CH:9]=[CH:10][CH:11]=1)=[O:14])[CH3:18], predict the reactants needed to synthesize it.